Dataset: Forward reaction prediction with 1.9M reactions from USPTO patents (1976-2016). Task: Predict the product of the given reaction. Given the reactants Br[C:2]1[C:7]([F:8])=[CH:6][C:5]([NH:9][C:10]2[C:14]3[CH:15]=[N:16][CH:17]=[CH:18][C:13]=3[O:12][C:11]=2[C:19]([O:21][CH2:22][CH3:23])=[O:20])=[C:4]([F:24])[CH:3]=1.[I-:25].[Na+].CN[C@@H]1CCCC[C@H]1NC, predict the reaction product. The product is: [F:24][C:4]1[CH:3]=[C:2]([I:25])[C:7]([F:8])=[CH:6][C:5]=1[NH:9][C:10]1[C:14]2[CH:15]=[N:16][CH:17]=[CH:18][C:13]=2[O:12][C:11]=1[C:19]([O:21][CH2:22][CH3:23])=[O:20].